Dataset: Forward reaction prediction with 1.9M reactions from USPTO patents (1976-2016). Task: Predict the product of the given reaction. (1) Given the reactants [CH2:1]([Mg]Br)[CH3:2].[Cl:5][C:6]1[N:11]=[C:10]([N:12]([CH3:14])[CH3:13])[CH:9]=[C:8]([Cl:15])[N:7]=1, predict the reaction product. The product is: [Cl:5][C:6]1[N:11]=[C:10]([N:12]([CH3:14])[CH3:13])[CH:9]=[C:8]([CH2:1][CH3:2])[N:7]=1.[Cl:15][C:8]1[N:7]=[C:6]([CH2:1][CH3:2])[N:11]=[C:10]([N:12]([CH3:14])[CH3:13])[CH:9]=1. (2) Given the reactants [CH2:1]([O:8][C:9]1[CH:14]=[CH:13][C:12]([CH2:15][C@H:16]([NH:20][C:21](=[O:27])[O:22][C:23]([CH3:26])([CH3:25])[CH3:24])[C:17](=[S:19])[NH2:18])=[CH:11][CH:10]=1)[C:2]1[CH:7]=[CH:6][CH:5]=[CH:4][CH:3]=1.[CH2:28](OC(OCC)CBr)[CH3:29], predict the reaction product. The product is: [CH2:1]([O:8][C:9]1[CH:14]=[CH:13][C:12]([CH2:15][C@H:16]([NH:20][C:21](=[O:27])[O:22][C:23]([CH3:24])([CH3:26])[CH3:25])[C:17]2[S:19][CH:28]=[CH:29][N:18]=2)=[CH:11][CH:10]=1)[C:2]1[CH:3]=[CH:4][CH:5]=[CH:6][CH:7]=1. (3) Given the reactants [CH:1](=[C:8]1[NH:12][C:11](=[O:13])[C:10]([N:14]=[O:15])=[C:9]1OC)[C:2]1[CH:7]=[CH:6][CH:5]=[CH:4][CH:3]=1.[NH2:18][C:19]1[CH:24]=[CH:23][CH:22]=[CH:21][CH:20]=1, predict the reaction product. The product is: [CH:1](=[C:8]1[NH:12][C:11](=[O:13])[C:10]([N:14]=[O:15])=[C:9]1[NH:18][C:19]1[CH:24]=[CH:23][CH:22]=[CH:21][CH:20]=1)[C:2]1[CH:7]=[CH:6][CH:5]=[CH:4][CH:3]=1. (4) Given the reactants Cl[C:2]1[C:3]([C:11]([NH2:13])=[O:12])=[N:4][C:5]([CH2:9][CH3:10])=[C:6]([Cl:8])[N:7]=1.[F:14][C:15]1[CH:16]=[C:17]([CH:19]=[CH:20][C:21]=1[N:22]1[CH2:27][CH2:26][O:25][CH2:24][CH2:23]1)[NH2:18].C(N(C(C)C)CC)(C)C.CN1CCCC1=O, predict the reaction product. The product is: [Cl:8][C:6]1[N:7]=[C:2]([NH:18][C:17]2[CH:19]=[CH:20][C:21]([N:22]3[CH2:23][CH2:24][O:25][CH2:26][CH2:27]3)=[C:15]([F:14])[CH:16]=2)[C:3]([C:11]([NH2:13])=[O:12])=[N:4][C:5]=1[CH2:9][CH3:10].